Dataset: Full USPTO retrosynthesis dataset with 1.9M reactions from patents (1976-2016). Task: Predict the reactants needed to synthesize the given product. Given the product [NH2:9][C@:8]1([C:3]2[CH:4]=[CH:5][CH:6]=[CH:7][C:2]=2[F:1])[C@H:12]([CH2:11][OH:10])[CH2:13][CH2:14][O:15][CH2:16]1, predict the reactants needed to synthesize it. The reactants are: [F:1][C:2]1[CH:7]=[CH:6][CH:5]=[CH:4][C:3]=1[C@:8]12[CH2:16][O:15][CH2:14][CH2:13][C@H:12]1[CH2:11][O:10][NH:9]2.